From a dataset of NCI-60 drug combinations with 297,098 pairs across 59 cell lines. Regression. Given two drug SMILES strings and cell line genomic features, predict the synergy score measuring deviation from expected non-interaction effect. (1) Drug 1: C1=CC(=C2C(=C1NCCNCCO)C(=O)C3=C(C=CC(=C3C2=O)O)O)NCCNCCO. Drug 2: C1C(C(OC1N2C=NC3=C(N=C(N=C32)Cl)N)CO)O. Cell line: SF-295. Synergy scores: CSS=61.9, Synergy_ZIP=1.18, Synergy_Bliss=2.49, Synergy_Loewe=-8.50, Synergy_HSA=3.50. (2) Drug 1: C1=NC2=C(N1)C(=S)N=CN2. Drug 2: B(C(CC(C)C)NC(=O)C(CC1=CC=CC=C1)NC(=O)C2=NC=CN=C2)(O)O. Cell line: UO-31. Synergy scores: CSS=24.6, Synergy_ZIP=-4.75, Synergy_Bliss=-3.03, Synergy_Loewe=-21.4, Synergy_HSA=-2.31.